This data is from Reaction yield outcomes from USPTO patents with 853,638 reactions. The task is: Predict the reaction yield, written as a fraction of the theoretical maximum amount of product (1.0 means a 100% yield; for example, 0.34 means a 34% yield). (1) The reactants are [CH2:1]([O:3][C:4](=[O:24])[CH:5]=[CH:6][C:7]1[CH:12]=[CH:11][C:10]([O:13][C:14]2[CH:19]=[C:18]([O:20][CH3:21])[CH:17]=[CH:16][C:15]=2[CH3:22])=[CH:9][C:8]=1[CH3:23])[CH3:2].C(O)(=O)C.[H][H]. The catalyst is C(O)C.[Pd]. The product is [CH2:1]([O:3][C:4](=[O:24])[CH2:5][CH2:6][C:7]1[CH:12]=[CH:11][C:10]([O:13][C:14]2[CH:19]=[C:18]([O:20][CH3:21])[CH:17]=[CH:16][C:15]=2[CH3:22])=[CH:9][C:8]=1[CH3:23])[CH3:2]. The yield is 0.850. (2) The reactants are [F:1][C:2]1[CH:10]=[CH:9][CH:8]=[C:7]([CH3:11])[C:3]=1[C:4]([OH:6])=[O:5].[N+]([O-])(O)=O.[Br:16]Br. The catalyst is C(O)(=O)C.O.[N+]([O-])([O-])=O.[Ag+]. The product is [Br:16][C:8]1[C:7]([CH3:11])=[C:3]([C:2]([F:1])=[CH:10][CH:9]=1)[C:4]([OH:6])=[O:5]. The yield is 0.900. (3) The yield is 0.880. The product is [CH3:1][O:2][C:3](=[O:18])[C:4]1[C:5](=[C:10]([CH3:17])[C:11]([CH2:15][CH3:16])=[CH:12][C:13]=1[OH:14])[C:6]([O:8][CH3:9])=[O:7]. The catalyst is C1C=CC=CC=1.CCOC(C)=O. The reactants are [CH3:1][O:2][C:3](=[O:18])[C:4]1[C:5](=[C:10]([CH3:17])[C:11]([CH:15]=[CH2:16])=[CH:12][C:13]=1[OH:14])[C:6]([O:8][CH3:9])=[O:7]. (4) The reactants are [CH:1]1([NH:4][C:5]2[CH:10]=[CH:9][CH:8]=[C:7]([O:11][CH3:12])[CH:6]=2)[CH2:3][CH2:2]1.[OH-].[K+].[Cl:15][CH2:16][C:17](Cl)=[O:18]. The catalyst is CCOC(C)=O. The product is [Cl:15][CH2:16][C:17]([N:4]([CH:1]1[CH2:3][CH2:2]1)[C:5]1[CH:10]=[CH:9][CH:8]=[C:7]([O:11][CH3:12])[CH:6]=1)=[O:18]. The yield is 0.810. (5) The reactants are Br[C:2]1[N:11]([CH2:12][O:13][CH2:14][CH2:15][Si:16]([CH3:19])([CH3:18])[CH3:17])[C:5]2[CH:6]=[N:7][NH:8][C:9](=[O:10])[C:4]=2[C:3]=1[Cl:20].BrC1N(COCC[Si](C)(C)C)C2C=NNC(=O)C=2C=1.[CH:40]1([CH2:43][O:44][C:45]2[CH:46]=[C:47](B(O)O)[CH:48]=[CH:49][C:50]=2[O:51][CH:52]([F:54])[F:53])[CH2:42][CH2:41]1.C1(OC2C=C(B3OC(C)(C)C(C)(C)O3)C=CC=2OC(F)F)CC1. No catalyst specified. The product is [Cl:20][C:3]1[C:4]2[C:9](=[O:10])[NH:8][N:7]=[CH:6][C:5]=2[N:11]([CH2:12][O:13][CH2:14][CH2:15][Si:16]([CH3:19])([CH3:18])[CH3:17])[C:2]=1[C:47]1[CH:48]=[CH:49][C:50]([O:51][CH:52]([F:54])[F:53])=[C:45]([O:44][CH2:43][CH:40]2[CH2:42][CH2:41]2)[CH:46]=1. The yield is 0.460. (6) The reactants are [Br:1][C:2]1[CH:3]=[C:4]([N+:9]([O-:11])=[O:10])[C:5](O)=[N:6][CH:7]=1.P(Br)(Br)[Br:13].O. The catalyst is C1(C)C=CC=CC=1.CN(C=O)C. The product is [Br:13][C:5]1[C:4]([N+:9]([O-:11])=[O:10])=[CH:3][C:2]([Br:1])=[CH:7][N:6]=1. The yield is 0.800. (7) The reactants are [CH3:1][C:2]1[CH2:7][CH2:6][CH2:5][C:4]([CH3:9])([CH3:8])[C:3]=1[CH2:10][OH:11].[Cl:12][C:13]1[CH:14]=[C:15](O)[CH:16]=[CH:17][CH:18]=1.C1(P(C2C=CC=CC=2)C2C=CC=CC=2)C=CC=CC=1.N(C(OCC)=O)=NC(OCC)=O. The catalyst is O1CCCC1. The product is [Cl:12][C:13]1[CH:14]=[CH:15][CH:16]=[C:17]([O:11][CH2:10][C:3]2[C:4]([CH3:8])([CH3:9])[CH2:5][CH2:6][CH2:7][C:2]=2[CH3:1])[CH:18]=1. The yield is 0.230.